Dataset: Full USPTO retrosynthesis dataset with 1.9M reactions from patents (1976-2016). Task: Predict the reactants needed to synthesize the given product. Given the product [N+:5]([CH:4]=[CH:3][N:2]1[C:8]2[C:23](=[CH:22][CH:21]=[C:20]([S:17]([CH3:16])(=[O:19])=[O:18])[CH:28]=2)[CH:24]=[CH:1]1)([O-:7])=[O:6], predict the reactants needed to synthesize it. The reactants are: [CH3:1][N:2]([CH3:8])[CH:3]=[CH:4][N+:5]([O-:7])=[O:6].C(O)(C(F)(F)F)=O.[CH3:16][S:17]([C:20]1[CH:28]=C2[C:23]([CH:24]=CN2)=[CH:22][CH:21]=1)(=[O:19])=[O:18].